This data is from Catalyst prediction with 721,799 reactions and 888 catalyst types from USPTO. The task is: Predict which catalyst facilitates the given reaction. (1) Reactant: [OH:1][C@@H:2]([C@H:4]1[C:10](=[O:11])[N:9]2[C@@H:5]1[CH2:6][C:7]([C:15]1[CH:20]=[CH:19][C:18]([N:21]3[CH2:25][CH2:24][N:23]([CH3:26])[C:22]3=[O:27])=[CH:17][CH:16]=1)=[C:8]2[C:12]([O-:14])=[O:13])[CH3:3].[Na+].[C:29]([O:35][CH2:36]I)(=[O:34])[C:30]([CH3:33])([CH3:32])[CH3:31]. Product: [OH:1][C@@H:2]([C@H:4]1[C:10](=[O:11])[N:9]2[C@@H:5]1[CH2:6][C:7]([C:15]1[CH:20]=[CH:19][C:18]([N:21]3[CH2:25][CH2:24][N:23]([CH3:26])[C:22]3=[O:27])=[CH:17][CH:16]=1)=[C:8]2[C:12]([O:14][CH2:36][O:35][C:29](=[O:34])[C:30]([CH3:33])([CH3:32])[CH3:31])=[O:13])[CH3:3]. The catalyst class is: 39. (2) Reactant: [CH3:1][C:2]1[CH:3]=[C:4]([CH:8]2[CH:13]([C:14]([O:16]CC)=[O:15])[CH2:12][CH2:11][N:10]([C:19]([O:21][C:22]([CH3:25])([CH3:24])[CH3:23])=[O:20])[CH2:9]2)[CH:5]=[CH:6][CH:7]=1.[OH-].[K+].C(O)(=O)CC(CC(O)=O)(C(O)=O)O. Product: [C:22]([O:21][C:19]([N:10]1[CH2:11][CH2:12][CH:13]([C:14]([OH:16])=[O:15])[CH:8]([C:4]2[CH:5]=[CH:6][CH:7]=[C:2]([CH3:1])[CH:3]=2)[CH2:9]1)=[O:20])([CH3:25])([CH3:24])[CH3:23]. The catalyst class is: 1.